From a dataset of Forward reaction prediction with 1.9M reactions from USPTO patents (1976-2016). Predict the product of the given reaction. (1) Given the reactants [OH:1][C:2]1[CH2:7][C:6]([CH2:11][CH2:12][C:13]2[CH:17]=[CH:16][S:15][C:14]=2[CH2:18][OH:19])([CH:8]([CH3:10])[CH3:9])[O:5][C:4](=[O:20])[CH:3]=1.[NH2:21][C:22]1[C:27]([CH3:28])=[CH:26][C:25]([S:29]S(C2C=CC(C)=CC=2)(=O)=O)=[C:24]([C:40]([CH3:43])([CH3:42])[CH3:41])[CH:23]=1.CCN(CC)CC, predict the reaction product. The product is: [NH2:21][C:22]1[C:27]([CH3:28])=[CH:26][C:25]([S:29][C:3]2[C:4](=[O:20])[O:5][C:6]([CH2:11][CH2:12][C:13]3[CH:17]=[CH:16][S:15][C:14]=3[CH2:18][OH:19])([CH:8]([CH3:9])[CH3:10])[CH2:7][C:2]=2[OH:1])=[C:24]([C:40]([CH3:43])([CH3:42])[CH3:41])[CH:23]=1. (2) Given the reactants N1CCCCC1.C1C2C(COC(=O)[NH:23][C@H:24]([C:44]([OH:46])=[O:45])[CH2:25][CH2:26][CH2:27][CH2:28][N:29]([CH2:38][C:39]3[S:40][CH:41]=[CH:42][N:43]=3)[CH2:30][C:31](=[O:37])[O:32][C:33]([CH3:36])([CH3:35])[CH3:34])C3C(=CC=CC=3)C=2C=CC=1, predict the reaction product. The product is: [NH2:23][C@@H:24]([CH2:25][CH2:26][CH2:27][CH2:28][N:29]([CH2:30][C:31]([O:32][C:33]([CH3:36])([CH3:35])[CH3:34])=[O:37])[CH2:38][C:39]1[S:40][CH:41]=[CH:42][N:43]=1)[C:44]([OH:46])=[O:45].